From a dataset of Forward reaction prediction with 1.9M reactions from USPTO patents (1976-2016). Predict the product of the given reaction. (1) Given the reactants [OH:1][CH:2]([C:5]1[CH:10]=[C:9]([I:11])[N:8]([CH2:12][C:13]#[CH:14])[C:7](=[O:15])[C:6]=1[CH3:16])[CH2:3][CH3:4].CCN(CC)CC.Br[Si:25]([CH:44]([CH3:46])[CH3:45])([CH:41]([CH3:43])[CH3:42])[CH2:26][CH2:27][C:28]([F:40])([F:39])[C:29]([F:38])([F:37])[C:30]([F:36])([F:35])[C:31]([F:34])([F:33])[F:32], predict the reaction product. The product is: [CH:44]([Si:25]([CH:41]([CH3:43])[CH3:42])([CH2:26][CH2:27][C:28]([F:40])([F:39])[C:29]([F:37])([F:38])[C:30]([F:35])([F:36])[C:31]([F:32])([F:33])[F:34])[O:1][CH:2]([C:5]1[CH:10]=[C:9]([I:11])[N:8]([CH2:12][C:13]#[CH:14])[C:7](=[O:15])[C:6]=1[CH3:16])[CH2:3][CH3:4])([CH3:45])[CH3:46]. (2) Given the reactants [N:1]1[CH:6]=[CH:5][C:4]([C:7]2[C:8]([C:17]3[CH:34]=[CH:33][C:20]([O:21][CH2:22][C:23]4[CH:32]=N[C:30]5[C:25](=[CH:26][CH:27]=[CH:28][CH:29]=5)[N:24]=4)=[CH:19][CH:18]=3)=[N:9][N:10]([CH2:12]C(F)(F)F)[CH:11]=2)=[CH:3][CH:2]=1.CN1C=C(C2C=CN=CC=2)C(C2C=CC(O)=CC=2)=N1.[Cl:54][C:55]1C2C(=CC=CC=2)N=C(CO)C=1, predict the reaction product. The product is: [Cl:54][C:55]1[C:30]2[C:25](=[CH:26][CH:27]=[CH:28][CH:29]=2)[N:24]=[C:23]([CH2:22][O:21][C:20]2[CH:19]=[CH:18][C:17]([C:8]3[C:7]([C:4]4[CH:3]=[CH:2][N:1]=[CH:6][CH:5]=4)=[CH:11][N:10]([CH3:12])[N:9]=3)=[CH:34][CH:33]=2)[CH:32]=1. (3) Given the reactants Br[C:2]1[CH:22]=[CH:21][C:5]2[O:6][CH2:7][CH2:8][C:9]3[N:10]([N:11]=[C:12]([C:18]([NH2:20])=[O:19])[C:13]=3[C:14]([NH:16][CH3:17])=[O:15])[C:4]=2[CH:3]=1.[C:23]([C@:25]1([OH:32])[CH2:29][CH2:28][N:27]([CH3:30])[C:26]1=[O:31])#[CH:24], predict the reaction product. The product is: [OH:32][C@@:25]1([C:23]#[C:24][C:2]2[CH:22]=[CH:21][C:5]3[O:6][CH2:7][CH2:8][C:9]4[N:10]([N:11]=[C:12]([C:18]([NH2:20])=[O:19])[C:13]=4[C:14]([NH:16][CH3:17])=[O:15])[C:4]=3[CH:3]=2)[CH2:29][CH2:28][N:27]([CH3:30])[C:26]1=[O:31]. (4) Given the reactants N#N.[F:3][C:4]1[CH:21]=[CH:20][C:7]([CH2:8][C:9]2[NH:13][N:12]=[C:11]([C:14]3[CH:19]=[CH:18][N:17]=[CH:16][CH:15]=3)[CH:10]=2)=[CH:6][CH:5]=1.[H-].[Na+].Br[CH2:25][C:26]([O:28][CH3:29])=[O:27], predict the reaction product. The product is: [F:3][C:4]1[CH:21]=[CH:20][C:7]([CH2:8][C:9]2[N:13]([CH2:25][C:26]([O:28][CH3:29])=[O:27])[N:12]=[C:11]([C:14]3[CH:19]=[CH:18][N:17]=[CH:16][CH:15]=3)[CH:10]=2)=[CH:6][CH:5]=1. (5) Given the reactants [CH3:1][N:2]1[C:10]2[C:5](=[CH:6][CH:7]=[CH:8][CH:9]=2)[CH:4]=[CH:3]1.[Li]C(C)(C)C.[S:16](=[O:18])=[O:17].C1C(=O)N([Cl:26])C(=O)C1, predict the reaction product. The product is: [CH3:1][N:2]1[C:10]2[C:5](=[CH:6][CH:7]=[CH:8][CH:9]=2)[CH:4]=[C:3]1[S:16]([Cl:26])(=[O:18])=[O:17]. (6) The product is: [C:1]([C:3]1[CH:8]=[CH:7][C:6]([NH:9][C:10](=[O:26])[C:11]([OH:22])([CH3:21])[CH2:12][S:13][C:14]2[CH:15]=[CH:16][C:17]([F:20])=[CH:18][CH:19]=2)=[CH:5][C:4]=1[C:27]([F:30])([F:29])[F:28])#[N:2]. Given the reactants [C:1]([C:3]1[CH:8]=[CH:7][C:6]([NH:9][C:10](=[O:26])[C:11]([O:22]C(=O)C)([CH3:21])[CH2:12][S:13][C:14]2[CH:19]=[CH:18][C:17]([F:20])=[CH:16][CH:15]=2)=[CH:5][C:4]=1[C:27]([F:30])([F:29])[F:28])#[N:2].C(=O)([O-])[O-].[K+].[K+], predict the reaction product. (7) The product is: [N:1]1[CH:5]=[C:4]([CH:6]=[CH:10][C:11]#[N:12])[NH:3][CH:2]=1. Given the reactants [N:1]1[CH:5]=[C:4]([CH:6]=O)[NH:3][CH:2]=1.C1CCN2[C:11](=[N:12]CCC2)[CH2:10]C1, predict the reaction product. (8) Given the reactants [Cl:1][C:2]1[CH:3]=[CH:4][C:5]([OH:11])=[C:6]([C:8](=O)[CH3:9])[CH:7]=1.[CH3:12][S:13]([C:16]1[CH:17]=[N:18][CH:19]=[C:20]([CH:25]=1)[C:21]([NH:23][NH2:24])=[O:22])(=[O:15])=[O:14], predict the reaction product. The product is: [Cl:1][C:2]1[CH:3]=[CH:4][C:5]([OH:11])=[C:6](/[C:8](=[N:24]/[NH:23][C:21](=[O:22])[C:20]2[CH:25]=[C:16]([S:13]([CH3:12])(=[O:15])=[O:14])[CH:17]=[N:18][CH:19]=2)/[CH3:9])[CH:7]=1. (9) The product is: [O:10]1[CH2:11][CH2:12][CH2:13][CH2:14][CH:9]1[O:8][C:5]1[CH:6]=[CH:7][C:2]([C:20]#[C:19][Si:16]([CH3:18])([CH3:17])[CH3:15])=[CH:3][CH:4]=1. Given the reactants I[C:2]1[CH:7]=[CH:6][C:5]([O:8][CH:9]2[CH2:14][CH2:13][CH2:12][CH2:11][O:10]2)=[CH:4][CH:3]=1.[CH3:15][Si:16]([C:19]#[CH:20])([CH3:18])[CH3:17], predict the reaction product.